This data is from Full USPTO retrosynthesis dataset with 1.9M reactions from patents (1976-2016). The task is: Predict the reactants needed to synthesize the given product. (1) Given the product [Br:37][C@@:8]1([C:12](=[O:14])[CH3:13])[C@:7]2([CH3:15])[C@H:11](/[C:3](=[CH:2]/[Br:1])/[CH2:4][CH2:5][CH2:6]2)[CH2:10][CH2:9]1, predict the reactants needed to synthesize it. The reactants are: [Br:1]/[CH:2]=[C:3]1\[CH2:4][CH2:5][CH2:6][C@@:7]2([CH3:15])[C@H:11]\1[CH2:10][CH2:9][C@@H:8]2[C:12](=[O:14])[CH3:13].C[Si](C)(C)N[Si](C)(C)C.I[Si](C)(C)C.C(N(CC)CC)C.[Br-:37].[Br-].[Br-].C([N+](CCCC)(CCCC)CCCC)CCC.C([N+](CCCC)(CCCC)CCCC)CCC.C([N+](CCCC)(CCCC)CCCC)CCC. (2) Given the product [C:1]([O:5][C:6]([N:8]1[C@@H:12]([CH2:13][CH:14]2[CH2:15][CH:21]=[CH:20][CH2:19][O:18]2)[CH2:11][O:10][C:9]1([CH3:22])[CH3:23])=[O:7])([CH3:2])([CH3:3])[CH3:4], predict the reactants needed to synthesize it. The reactants are: [C:1]([O:5][C:6]([N:8]1[C@@H:12]([CH2:13][CH:14]([O:18][CH2:19][CH:20]=[CH2:21])[CH2:15]C=C)[CH2:11][O:10][C:9]1([CH3:23])[CH3:22])=[O:7])([CH3:4])([CH3:3])[CH3:2]. (3) Given the product [CH3:1][O:2][C:3](=[O:17])[CH:4]([CH:5]1[CH2:9][CH2:8][CH2:7][NH:6]1)[CH2:29][C:30]1[CH:37]=[CH:36][C:33]([C:34]#[N:35])=[CH:32][CH:31]=1, predict the reactants needed to synthesize it. The reactants are: [CH3:1][O:2][C:3](=[O:17])[CH2:4][C@H:5]1[CH2:9][CH2:8][CH2:7][N:6]1C(OC(C)(C)C)=O.C[Si]([N-][Si](C)(C)C)(C)C.[Li+].Br[CH2:29][C:30]1[CH:37]=[CH:36][C:33]([C:34]#[N:35])=[CH:32][CH:31]=1. (4) Given the product [Br:60][C:53]1[CH:54]=[C:55]([C:58]#[N:59])[CH:56]=[CH:57][C:52]=1[CH:43]([NH:44][C:45]([O:46][C:47]([CH3:50])([CH3:49])[CH3:48])=[O:51])[C:9]1[C:4](=[O:3])[N:5]([C:21]([O:23][C:24]([CH3:27])([CH3:26])[CH3:25])=[O:22])[CH2:6][CH2:7][C:8]=1[NH:10][C:11]1[CH:16]=[CH:15][CH:14]=[C:13]([C:17]([F:19])([F:18])[F:20])[CH:12]=1, predict the reactants needed to synthesize it. The reactants are: [H-].[Na+].[O:3]=[C:4]1[CH:9]=[C:8]([NH:10][C:11]2[CH:16]=[CH:15][CH:14]=[C:13]([C:17]([F:20])([F:19])[F:18])[CH:12]=2)[CH2:7][CH2:6][N:5]1[C:21]([O:23][C:24]([CH3:27])([CH3:26])[CH3:25])=[O:22].CC1CCCO1.C1(S([CH:43]([C:52]2[CH:57]=[CH:56][C:55]([C:58]#[N:59])=[CH:54][C:53]=2[Br:60])[NH:44][C:45](=[O:51])[O:46][C:47]([CH3:50])([CH3:49])[CH3:48])(=O)=O)C=CC=CC=1. (5) Given the product [F:1][C:2]([F:33])([F:32])[C:3]1[CH:4]=[C:5]([C@H:13]2[O:17][C:16](=[O:18])[N:15]([CH2:19][C:20]3[CH:25]=[C:24]([C:26]([F:29])([F:28])[F:27])[CH:23]=[CH:22][C:21]=3[C:41]3[CH:42]=[CH:43][CH:44]=[C:39]([N:34]4[CH2:35][CH2:36][CH2:37][CH2:38]4)[CH:40]=3)[C@H:14]2[CH3:31])[CH:6]=[C:7]([C:9]([F:12])([F:11])[F:10])[CH:8]=1, predict the reactants needed to synthesize it. The reactants are: [F:1][C:2]([F:33])([F:32])[C:3]1[CH:4]=[C:5]([C@H:13]2[O:17][C:16](=[O:18])[N:15]([CH2:19][C:20]3[CH:25]=[C:24]([C:26]([F:29])([F:28])[F:27])[CH:23]=[CH:22][C:21]=3I)[C@H:14]2[CH3:31])[CH:6]=[C:7]([C:9]([F:12])([F:11])[F:10])[CH:8]=1.[N:34]1([C:39]2[CH:40]=[C:41](B(O)O)[CH:42]=[CH:43][CH:44]=2)[CH2:38][CH2:37][CH2:36][CH2:35]1.C(=O)([O-])[O-].[Na+].[Na+].CCOC(C)=O. (6) The reactants are: C(O)C.Cl.[CH:5]1([C:8]2[CH:9]=[C:10]([C:50]([O:52]CC)=[O:51])[C:11](=[O:49])[N:12]3[C:17]=2[C:16]([O:18][CH3:19])=[C:15]([C:20]2[CH:21]=[C:22]4[C:26](=[CH:27][CH:28]=2)[CH:25]([CH3:29])[N:24](C(C2C=CC=CC=2)(C2C=CC=CC=2)C2C=CC=CC=2)[CH2:23]4)[CH:14]=[CH:13]3)[CH2:7][CH2:6]1. Given the product [CH:5]1([C:8]2[CH:9]=[C:10]([C:50]([OH:52])=[O:51])[C:11](=[O:49])[N:12]3[C:17]=2[C:16]([O:18][CH3:19])=[C:15]([C:20]2[CH:21]=[C:22]4[C:26](=[CH:27][CH:28]=2)[CH:25]([CH3:29])[NH:24][CH2:23]4)[CH:14]=[CH:13]3)[CH2:7][CH2:6]1, predict the reactants needed to synthesize it. (7) Given the product [CH2:1]([O:8][C:9]([N:11]1[CH2:15][CH2:14][CH2:13][C@H:12]1[C:16]1[NH:24][C:23]2[C:18]([N:17]=1)=[N:19][CH:20]=[C:21]([Br:25])[CH:22]=2)=[O:10])[C:2]1[CH:7]=[CH:6][CH:5]=[CH:4][CH:3]=1, predict the reactants needed to synthesize it. The reactants are: [CH2:1]([O:8][C:9]([N:11]1[CH2:15][CH2:14][CH2:13][C@H:12]1[C:16](=O)[NH:17][C:18]1[C:23]([NH2:24])=[CH:22][C:21]([Br:25])=[CH:20][N:19]=1)=[O:10])[C:2]1[CH:7]=[CH:6][CH:5]=[CH:4][CH:3]=1. (8) Given the product [CH3:11][O:10][C:9]1[CH:8]=[CH:7][C:4]([CH:5]=[O:6])=[CH:3][C:2]=1[O:1][CH2:13][CH2:14][O:15][CH3:16], predict the reactants needed to synthesize it. The reactants are: [OH:1][C:2]1[CH:3]=[C:4]([CH:7]=[CH:8][C:9]=1[O:10][CH3:11])[CH:5]=[O:6].Cl[CH2:13][CH2:14][O:15][CH3:16].C([O-])([O-])=O.[K+].[K+].[I-].[K+]. (9) The reactants are: [OH:1][C:2]1[C:7]([CH3:8])=[CH:6][C:5]([C:9](=[O:13])[CH2:10][O:11][CH3:12])=[C:4]([CH3:14])[CH:3]=1.Br[CH2:16][C:17]1[CH:22]=[CH:21][CH:20]=[CH:19][C:18]=1/[C:23](=[CH:28]\[O:29][CH3:30])/[C:24]([O:26][CH3:27])=[O:25].C(=O)([O-])[O-].[K+].[K+]. Given the product [CH3:30][O:29]/[CH:28]=[C:23](\[C:18]1[CH:19]=[CH:20][CH:21]=[CH:22][C:17]=1[CH2:16][O:1][C:2]1[CH:3]=[C:4]([CH3:14])[C:5]([C:9](=[O:13])[CH2:10][O:11][CH3:12])=[CH:6][C:7]=1[CH3:8])/[C:24]([O:26][CH3:27])=[O:25], predict the reactants needed to synthesize it.